From a dataset of HIV replication inhibition screening data with 41,000+ compounds from the AIDS Antiviral Screen. Binary Classification. Given a drug SMILES string, predict its activity (active/inactive) in a high-throughput screening assay against a specified biological target. (1) The drug is CC(=O)Oc1ccc2c3c4nc5ccccc5nc4cc(OC(C)=O)c3n(C)c2c1. The result is 0 (inactive). (2) The compound is NC(CC1=CS(=O)(=O)c2ccc(Cl)cc21)C(=O)O. The result is 0 (inactive). (3) The molecule is COc1cc(C(c2ccccc2)N2C(=O)CCC2C(=O)O)cc(OC)c1OC. The result is 0 (inactive). (4) The molecule is COc1ccc(C=C2N=C(SC)N(CN3CCCCC3)C2=O)cc1. The result is 0 (inactive). (5) The drug is [O-][Cl+3]([O-])([O-])[O-].c1cc[n+]2c(c1)-c1cccc[n+]1[Pd-2]21NCCN1. The result is 0 (inactive). (6) The molecule is COC(=O)C(Cc1ccccc1)NNC(=O)OC(C)(C)C. The result is 0 (inactive). (7) The drug is CCC1(C(=O)OC)CCc2c(OC)ccc(OC)c2C1=O. The result is 0 (inactive). (8) The drug is COc1cccc(C(C#N)NC23CC4CC(CC(C4)C2)C3)c1. The result is 0 (inactive).